From a dataset of Catalyst prediction with 721,799 reactions and 888 catalyst types from USPTO. Predict which catalyst facilitates the given reaction. (1) Reactant: [CH3:1][C:2]([CH3:9])=[CH:3][C:4]([O:6][CH2:7][CH3:8])=[O:5].[CH2:10]([NH2:17])[C:11]1[CH:16]=[CH:15][CH:14]=[CH:13][CH:12]=1. Product: [CH2:10]([NH:17][C:2]([CH3:9])([CH3:1])[CH2:3][C:4]([O:6][CH2:7][CH3:8])=[O:5])[C:11]1[CH:16]=[CH:15][CH:14]=[CH:13][CH:12]=1. The catalyst class is: 14. (2) Reactant: [F:1][C:2]([F:21])([CH3:20])[CH2:3][C@H:4]1[C:8](=[O:9])[O:7]C[N:5]1[C:10]([O:12][CH2:13][C:14]1[CH:19]=[CH:18][CH:17]=[CH:16][CH:15]=1)=[O:11].[OH-].[Na+].Cl. Product: [CH2:13]([O:12][C:10]([NH:5][C@@H:4]([CH2:3][C:2]([F:1])([F:21])[CH3:20])[C:8]([OH:9])=[O:7])=[O:11])[C:14]1[CH:15]=[CH:16][CH:17]=[CH:18][CH:19]=1. The catalyst class is: 21. (3) Reactant: [F:1][C:2]([F:14])([F:13])[C:3]1[CH:12]=[N:11][C:6]2[O:7][CH2:8][CH2:9][NH:10][C:5]=2[CH:4]=1.[Br:15][C:16]1[CH:17]=[C:18]([CH:22]=[C:23]([Br:27])[C:24]=1[O:25][CH3:26])[C:19](Cl)=[O:20].C(N(CC)CC)C.O. Product: [Br:15][C:16]1[CH:17]=[C:18]([C:19]([N:10]2[CH2:9][CH2:8][O:7][C:6]3[N:11]=[CH:12][C:3]([C:2]([F:13])([F:1])[F:14])=[CH:4][C:5]2=3)=[O:20])[CH:22]=[C:23]([Br:27])[C:24]=1[O:25][CH3:26]. The catalyst class is: 4. (4) Reactant: [CH3:1][O:2][C:3]1[CH:8]=[CH:7][C:6]([C:9]2[C:17]3[C:16]([NH:18][C:19]4[CH:20]=[C:21]([CH:27]=[CH:28][CH:29]=4)[O:22][CH2:23][C:24]([OH:26])=[O:25])=[N:15][CH:14]=[N:13][C:12]=3[O:11][C:10]=2[C:30]2[CH:35]=[CH:34][CH:33]=[CH:32][CH:31]=2)=[CH:5][CH:4]=1.[CH3:36][OH:37]. Product: [CH2:36]([CH2:12][NH2:13])[OH:37].[CH2:36]([CH2:12][NH2:13])[OH:37].[CH2:36]([CH2:12][NH2:13])[OH:37].[CH3:1][O:2][C:3]1[CH:4]=[CH:5][C:6]([C:9]2[C:17]3[C:16]([NH:18][C:19]4[CH:20]=[C:21]([CH:27]=[CH:28][CH:29]=4)[O:22][CH2:23][C:24]([OH:26])=[O:25])=[N:15][CH:14]=[N:13][C:12]=3[O:11][C:10]=2[C:30]2[CH:35]=[CH:34][CH:33]=[CH:32][CH:31]=2)=[CH:7][CH:8]=1. The catalyst class is: 4. (5) Reactant: Br[C:2]1[N:3]=[C:4]([CH:7]([O:20][Si:21]([C:24]([CH3:27])([CH3:26])[CH3:25])([CH3:23])[CH3:22])[CH2:8][CH2:9][CH2:10][CH2:11][CH2:12][CH2:13][C:14]2[CH:19]=[CH:18][CH:17]=[CH:16][CH:15]=2)[O:5][CH:6]=1.[Cl:28]N1C(=O)CCC1=O. Product: [Si:21]([O:20][CH:7]([C:4]1[O:5][CH:6]=[C:2]([Cl:28])[N:3]=1)[CH2:8][CH2:9][CH2:10][CH2:11][CH2:12][CH2:13][C:14]1[CH:19]=[CH:18][CH:17]=[CH:16][CH:15]=1)([C:24]([CH3:27])([CH3:26])[CH3:25])([CH3:23])[CH3:22]. The catalyst class is: 1. (6) Reactant: [Br:1][C:2]1[CH:7]=[CH:6][N:5]=[CH:4][C:3]=1[OH:8].C(=O)([O-])[O-].[Cs+].[Cs+].[N+](C1C=C(S(O[CH2:28][C@H:29]2[CH2:31][O:30]2)(=O)=O)C=CC=1)([O-])=O.O. Product: [Br:1][C:2]1[CH:7]=[CH:6][N:5]=[CH:4][C:3]=1[O:8][CH2:28][C@H:29]1[CH2:31][O:30]1. The catalyst class is: 3.